This data is from Catalyst prediction with 721,799 reactions and 888 catalyst types from USPTO. The task is: Predict which catalyst facilitates the given reaction. (1) The catalyst class is: 4. Reactant: FC(F)(F)C(O)=O.[NH:8]1[CH2:13][CH2:12][CH:11]([CH2:14][CH2:15][NH:16][C:17]([N:19]2[CH2:23][CH:22]([CH2:24][C:25]([CH3:28])([CH3:27])[CH3:26])[C:21]3([C:36]4[C:31](=[CH:32][C:33]([Cl:37])=[CH:34][CH:35]=4)[NH:30][C:29]3=[O:38])[CH:20]2[C:39]2[CH:44]=[CH:43][CH:42]=[C:41]([Cl:45])[C:40]=2[F:46])=[O:18])[CH2:10][CH2:9]1.C(N(CC)CC)C.[CH3:54][S:55](Cl)(=[O:57])=[O:56]. Product: [CH3:54][S:55]([N:8]1[CH2:13][CH2:12][CH:11]([CH2:14][CH2:15][NH:16][C:17]([N:19]2[CH2:23][CH:22]([CH2:24][C:25]([CH3:28])([CH3:27])[CH3:26])[C:21]3([C:36]4[C:31](=[CH:32][C:33]([Cl:37])=[CH:34][CH:35]=4)[NH:30][C:29]3=[O:38])[CH:20]2[C:39]2[CH:44]=[CH:43][CH:42]=[C:41]([Cl:45])[C:40]=2[F:46])=[O:18])[CH2:10][CH2:9]1)(=[O:57])=[O:56]. (2) Reactant: N1CCCCC1.[OH:7][C:8]1[CH:9]=[C:10]([CH:15]=[CH:16][C:17]=1[OH:18])[CH:11]=[CH:12][CH:13]=O.[C:19]([CH2:21][C:22]([NH:24][CH2:25][C:26]1[CH:31]=[CH:30][CH:29]=[C:28]([F:32])[CH:27]=1)=[O:23])#[N:20]. The catalyst class is: 8. Product: [F:32][C:28]1[CH:27]=[C:26]([CH:31]=[CH:30][CH:29]=1)[CH2:25][NH:24][C:22](/[C:21](=[CH:13]/[CH:12]=[CH:11]/[C:10]1[CH:15]=[CH:16][C:17]([OH:18])=[C:8]([OH:7])[CH:9]=1)/[C:19]#[N:20])=[O:23]. (3) Reactant: [C:1]([N:8]1[CH:12]=[CH:11]N=C1)(N1C=CN=C1)=[S:2].NC1[C:18]([Cl:19])=[CH:17][S:16]C=1. Product: [Cl:19][C:18]1[C:12]([N:8]=[C:1]=[S:2])=[CH:11][S:16][CH:17]=1. The catalyst class is: 1. (4) Reactant: [CH3:1][CH:2]1[CH2:7][CH2:6][CH2:5][CH:4]([N:8]=[C:9]=[O:10])[CH2:3]1.Cl.Cl.[NH2:13][CH2:14][C:15]1[CH:20]=[CH:19][N:18]=[C:17]([N:21]2[C:25](=[O:26])[C:24]([C:27]3[CH:28]=[N:29][CH:30]=[CH:31][CH:32]=3)=[CH:23][NH:22]2)[CH:16]=1.C(N(C(C)C)CC)(C)C. Product: [CH3:1][CH:2]1[CH2:7][CH2:6][CH2:5][CH:4]([NH:8][C:9]([NH:13][CH2:14][C:15]2[CH:20]=[CH:19][N:18]=[C:17]([N:21]3[C:25](=[O:26])[C:24]([C:27]4[CH:28]=[N:29][CH:30]=[CH:31][CH:32]=4)=[CH:23][NH:22]3)[CH:16]=2)=[O:10])[CH2:3]1. The catalyst class is: 26. (5) Reactant: [CH3:1][N:2]([CH3:18])[C:3]1[CH:4]=[C:5]2[C:10](=[CH:11][CH:12]=1)[CH:9]=[C:8]([C:13]#[C:14][C:15](=[O:17])[CH3:16])[CH:7]=[CH:6]2. Product: [CH3:18][N:2]([CH3:1])[C:3]1[CH:4]=[C:5]2[C:10](=[CH:11][CH:12]=1)[CH:9]=[C:8]([C:13]#[C:14][CH:15]([OH:17])[CH3:16])[CH:7]=[CH:6]2. The catalyst class is: 100. (6) Reactant: [N:1]1([C:6]([C:8]2[CH:9]=[C:10]([C:18]3[N:19]=[C:20]([C:23]4[CH:28]=[CH:27][N:26]=[CH:25][CH:24]=4)[S:21][CH:22]=3)[C:11](=[O:17])[NH:12][C:13]=2[CH:14]([CH3:16])[CH3:15])=[O:7])[CH:5]=[CH:4]N=C1.[OH:29]CCN.CCN(C(C)C)C(C)C. Product: [OH:29][CH2:4][CH2:5][NH:1][C:6]([C:8]1[CH:9]=[C:10]([C:18]2[N:19]=[C:20]([C:23]3[CH:28]=[CH:27][N:26]=[CH:25][CH:24]=3)[S:21][CH:22]=2)[C:11](=[O:17])[NH:12][C:13]=1[CH:14]([CH3:16])[CH3:15])=[O:7]. The catalyst class is: 2. (7) Reactant: [OH:1][CH:2]([C:6]1[CH:11]=[CH:10][C:9]([C:12]2[N:16]=[C:15]([C:17]3[O:21][N:20]=[C:19]([C:22]4[CH:27]=[CH:26][CH:25]=[CH:24][CH:23]=4)[C:18]=3[C:28]([F:31])([F:30])[F:29])[O:14][N:13]=2)=[CH:8][CH:7]=1)[C:3](O)=[O:4].[NH2:32][CH2:33][CH2:34][NH:35][C:36](=[O:42])[O:37][C:38]([CH3:41])([CH3:40])[CH3:39].CN1CCOCC1.CN(C(ON1N=NC2C=CC=NC1=2)=[N+](C)C)C.F[P-](F)(F)(F)(F)F. Product: [OH:1][CH:2]([C:6]1[CH:7]=[CH:8][C:9]([C:12]2[N:16]=[C:15]([C:17]3[O:21][N:20]=[C:19]([C:22]4[CH:23]=[CH:24][CH:25]=[CH:26][CH:27]=4)[C:18]=3[C:28]([F:31])([F:29])[F:30])[O:14][N:13]=2)=[CH:10][CH:11]=1)[C:3]([NH:32][CH2:33][CH2:34][NH:35][C:36](=[O:42])[O:37][C:38]([CH3:40])([CH3:39])[CH3:41])=[O:4]. The catalyst class is: 3. (8) Reactant: [F:1][C:2]1[CH:19]=[CH:18][C:5]([CH2:6][NH:7][C:8]2[C:13]([C:14]([O:16]C)=[O:15])=[N:12][CH:11]=[CH:10][N:9]=2)=[CH:4][CH:3]=1.[OH-].[Na+]. Product: [F:1][C:2]1[CH:3]=[CH:4][C:5]([CH2:6][NH:7][C:8]2[C:13]([C:14]([OH:16])=[O:15])=[N:12][CH:11]=[CH:10][N:9]=2)=[CH:18][CH:19]=1. The catalyst class is: 5. (9) Reactant: CS(C)=O.O.[C:6]1([CH3:16])[CH:11]=[CH:10][C:9]([S:12]([OH:15])(=[O:14])=[O:13])=[CH:8][CH:7]=1.[CH3:17][C:18]1[CH:26]=[C:25]([C:27]([NH:29][C:30]2[CH:35]=[CH:34][CH:33]=[C:32]([C:36]3[C:45]4[C:40](=[CH:41][C:42]([O:48][CH3:49])=[C:43]([O:46][CH3:47])[CH:44]=4)[N:39]=[C:38]([NH:50][CH3:51])[N:37]=3)[CH:31]=2)=[O:28])[CH:24]=[CH:23][C:19]=1[C:20]([OH:22])=[O:21]. Product: [C:6]1([CH3:16])[CH:7]=[CH:8][C:9]([S:12]([OH:15])(=[O:13])=[O:14])=[CH:10][CH:11]=1.[CH3:17][C:18]1[CH:26]=[C:25]([C:27]([NH:29][C:30]2[CH:35]=[CH:34][CH:33]=[C:32]([C:36]3[C:45]4[C:40](=[CH:41][C:42]([O:48][CH3:49])=[C:43]([O:46][CH3:47])[CH:44]=4)[N:39]=[C:38]([NH:50][CH3:51])[N:37]=3)[CH:31]=2)=[O:28])[CH:24]=[CH:23][C:19]=1[C:20]([OH:22])=[O:21]. The catalyst class is: 41.